This data is from hERG Central: cardiac toxicity at 1µM, 10µM, and general inhibition. The task is: Predict hERG channel inhibition at various concentrations. (1) The compound is COc1ccc(CCN(C)C2CCCN(C(=O)CCC(F)(F)F)C2)cc1OC. Results: hERG_inhib (hERG inhibition (general)): blocker. (2) The drug is CC(C)C(=O)Nc1sc2c(c1C(N)=O)CCN(Cc1ccccc1)C2.Cl. Results: hERG_inhib (hERG inhibition (general)): blocker. (3) The drug is CCC1CCC(N2CCN(c3ccc(F)cc3)CC2)CC1. Results: hERG_inhib (hERG inhibition (general)): blocker.